From a dataset of Full USPTO retrosynthesis dataset with 1.9M reactions from patents (1976-2016). Predict the reactants needed to synthesize the given product. (1) Given the product [O:17]=[C:10]1[C:11]2[C:16](=[CH:15][CH:14]=[CH:13][CH:12]=2)[N:7]([CH2:6][C:5]2[CH:23]=[CH:24][C:2]([C:35]3[N:31]([CH:26]4[CH2:27][CH2:28][CH2:29][CH2:30][O:25]4)[N:32]=[CH:33][CH:34]=3)=[CH:3][CH:4]=2)[CH:8]=[C:9]1[C:18]([O:20][CH2:21][CH3:22])=[O:19], predict the reactants needed to synthesize it. The reactants are: Br[C:2]1[CH:24]=[CH:23][C:5]([CH2:6][N:7]2[C:16]3[C:11](=[CH:12][CH:13]=[CH:14][CH:15]=3)[C:10](=[O:17])[C:9]([C:18]([O:20][CH2:21][CH3:22])=[O:19])=[CH:8]2)=[CH:4][CH:3]=1.[O:25]1[CH2:30][CH2:29][CH2:28][CH2:27][CH:26]1[N:31]1[C:35](B2OC(C)(C)C(C)(C)O2)=[CH:34][CH:33]=[N:32]1.P([O-])([O-])([O-])=O.[K+].[K+].[K+]. (2) The reactants are: [Cl:1][C:2]1[N:3]=[C:4](Cl)[C:5]2[CH2:10][CH2:9][CH:8]([C:11]3[CH:16]=[CH:15][C:14]([F:17])=[CH:13][CH:12]=3)[C:6]=2[N:7]=1.C(N(C(C)C)CC)(C)C.[CH2:28]([NH2:31])[CH2:29][NH2:30]. Given the product [Cl:1][C:2]1[N:3]=[C:4]([NH:30][CH2:29][CH2:28][NH2:31])[C:5]2[CH2:10][CH2:9][CH:8]([C:11]3[CH:16]=[CH:15][C:14]([F:17])=[CH:13][CH:12]=3)[C:6]=2[N:7]=1, predict the reactants needed to synthesize it. (3) The reactants are: C1C=C[C:4]2[N:9](O)N=[N:19][C:20]=2[CH:12]=1.O[C:12]1[C:20]2[N:19]=N[NH:9][C:4]=2C=CC=1.[CH3:21][OH:22].[CH3:23]O. Given the product [CH3:12][N:9]([CH:21]=[O:22])[CH3:4].[CH3:23][N:19]([CH3:20])[CH:21]=[O:22], predict the reactants needed to synthesize it. (4) Given the product [O:38]1[CH2:39][CH2:40][N:35]([C:33]2[CH:32]=[CH:31][N:30]=[C:29]([C:21]3[O:22][C:23]4=[CH:24][N:25]=[CH:26][CH:27]=[C:28]4[C:20]=3[NH:19][C:15]3[CH:14]=[C:13]4[C:18](=[CH:17][CH:16]=3)/[C:10](=[N:9]/[OH:8])/[CH2:11][CH2:12]4)[N:34]=2)[CH2:36][CH2:37]1, predict the reactants needed to synthesize it. The reactants are: [Si]([O:8]/[N:9]=[C:10]1\[CH2:11][CH2:12][C:13]2[C:18]\1=[CH:17][CH:16]=[C:15]([NH:19][C:20]1[C:28]3[C:23](=[CH:24][N:25]=[CH:26][CH:27]=3)[O:22][C:21]=1[C:29]1[N:34]=[C:33]([N:35]3[CH2:40][CH2:39][O:38][CH2:37][CH2:36]3)[CH:32]=[CH:31][N:30]=1)[CH:14]=2)(C(C)(C)C)(C)C.CCCC[N+](CCCC)(CCCC)CCCC.[F-]. (5) Given the product [F:22][C:23]1[CH:28]=[CH:27][C:26]([C:2]2[S:6][C:5]([S:7]([NH:10][C:11]3[CH:16]=[CH:15][CH:14]=[C:13]([C:17]4[NH:21][N:20]=[N:19][N:18]=4)[CH:12]=3)(=[O:9])=[O:8])=[CH:4][CH:3]=2)=[C:25]([O:32][CH3:33])[CH:24]=1, predict the reactants needed to synthesize it. The reactants are: Br[C:2]1[S:6][C:5]([S:7]([NH:10][C:11]2[CH:16]=[CH:15][CH:14]=[C:13]([C:17]3[NH:21][N:20]=[N:19][N:18]=3)[CH:12]=2)(=[O:9])=[O:8])=[CH:4][CH:3]=1.[F:22][C:23]1[CH:28]=[CH:27][C:26](B(O)O)=[C:25]([O:32][CH3:33])[CH:24]=1. (6) Given the product [Cl:1][C:2]1[CH:7]=[CH:6][C:5]([NH:8][C:9]([C:11]2[CH:16]=[CH:15][N:14]=[C:13]([N:28]3[CH2:33][CH2:32][O:31][CH2:30][CH2:29]3)[CH:12]=2)=[O:10])=[CH:4][C:3]=1[NH:18][C:19]([C:21]1[CH:26]=[CH:25][N:24]=[C:23]([N:28]2[CH2:33][CH2:32][O:31][CH2:30][CH2:29]2)[CH:22]=1)=[O:20], predict the reactants needed to synthesize it. The reactants are: [Cl:1][C:2]1[CH:7]=[CH:6][C:5]([NH:8][C:9]([C:11]2[CH:16]=[CH:15][N:14]=[C:13](Cl)[CH:12]=2)=[O:10])=[CH:4][C:3]=1[NH:18][C:19]([C:21]1[CH:26]=[CH:25][N:24]=[C:23](Cl)[CH:22]=1)=[O:20].[NH:28]1[CH2:33][CH2:32][O:31][CH2:30][CH2:29]1.